From a dataset of NCI-60 drug combinations with 297,098 pairs across 59 cell lines. Regression. Given two drug SMILES strings and cell line genomic features, predict the synergy score measuring deviation from expected non-interaction effect. (1) Drug 1: C1=CC(=CC=C1CC(C(=O)O)N)N(CCCl)CCCl.Cl. Drug 2: CCN(CC)CCCC(C)NC1=C2C=C(C=CC2=NC3=C1C=CC(=C3)Cl)OC. Cell line: MALME-3M. Synergy scores: CSS=48.8, Synergy_ZIP=21.4, Synergy_Bliss=20.6, Synergy_Loewe=17.1, Synergy_HSA=19.3. (2) Drug 1: CCN(CC)CCNC(=O)C1=C(NC(=C1C)C=C2C3=C(C=CC(=C3)F)NC2=O)C. Drug 2: B(C(CC(C)C)NC(=O)C(CC1=CC=CC=C1)NC(=O)C2=NC=CN=C2)(O)O. Cell line: BT-549. Synergy scores: CSS=65.5, Synergy_ZIP=2.57, Synergy_Bliss=2.54, Synergy_Loewe=-26.3, Synergy_HSA=-0.990. (3) Drug 1: CCC(=C(C1=CC=CC=C1)C2=CC=C(C=C2)OCCN(C)C)C3=CC=CC=C3.C(C(=O)O)C(CC(=O)O)(C(=O)O)O. Drug 2: C1=CN(C=N1)CC(O)(P(=O)(O)O)P(=O)(O)O. Cell line: MDA-MB-435. Synergy scores: CSS=-3.31, Synergy_ZIP=1.35, Synergy_Bliss=-0.132, Synergy_Loewe=-2.45, Synergy_HSA=-2.67. (4) Drug 1: C1=CC=C(C(=C1)C(C2=CC=C(C=C2)Cl)C(Cl)Cl)Cl. Drug 2: C(CN)CNCCSP(=O)(O)O. Cell line: SF-268. Synergy scores: CSS=-0.468, Synergy_ZIP=1.06, Synergy_Bliss=1.16, Synergy_Loewe=-0.568, Synergy_HSA=-0.768. (5) Drug 1: C1CN1C2=NC(=NC(=N2)N3CC3)N4CC4. Drug 2: CC(C)(C#N)C1=CC(=CC(=C1)CN2C=NC=N2)C(C)(C)C#N. Cell line: SK-MEL-5. Synergy scores: CSS=20.0, Synergy_ZIP=4.97, Synergy_Bliss=6.30, Synergy_Loewe=-1.24, Synergy_HSA=0.328.